This data is from Full USPTO retrosynthesis dataset with 1.9M reactions from patents (1976-2016). The task is: Predict the reactants needed to synthesize the given product. (1) Given the product [CH:24]([C:2]1[N:10]=[C:9]2[C:5]([NH:6][CH:7]=[N:8]2)=[CH:4][N:3]=1)([CH3:26])[CH3:25], predict the reactants needed to synthesize it. The reactants are: Cl[C:2]1[N:10]=[C:9]2[C:5]([NH:6][CH:7]=[N:8]2)=[C:4](NCC2C=CC(OC)=CC=2)[N:3]=1.[H-].[Na+].I[CH:24]([CH3:26])[CH3:25].O. (2) Given the product [C:22]1([C:2]2[C:10]3[C:5](=[CH:6][C:7]([C:11]([O:13][CH3:14])=[O:12])=[CH:8][CH:9]=3)[N:4]([C:15]([O:17][C:18]([CH3:21])([CH3:20])[CH3:19])=[O:16])[CH:3]=2)[CH:27]=[CH:26][CH:25]=[CH:24][CH:23]=1, predict the reactants needed to synthesize it. The reactants are: I[C:2]1[C:10]2[C:5](=[CH:6][C:7]([C:11]([O:13][CH3:14])=[O:12])=[CH:8][CH:9]=2)[N:4]([C:15]([O:17][C:18]([CH3:21])([CH3:20])[CH3:19])=[O:16])[CH:3]=1.[CH:22]1(C2C=CC(C(N3CC(N4CCN(C(C5C=CC=CC=5)=O)CC4)C3)=O)=CC=2)[CH2:27][CH2:26][CH2:25][CH2:24][CH2:23]1.COC1C=CC=C(OC)C=1C1C=CC=CC=1P(C1CCCCC1)C1CCCCC1.[O-]P([O-])([O-])=O.[K+].[K+].[K+]. (3) Given the product [C:1]([O:5][C:6](=[O:7])[NH:8][C:9]1[CH:10]=[CH:11][C:12]([S:15][C:16]2[CH:24]=[CH:23][C:19]([C:20](=[O:22])[NH:47][CH:45]([C:42]3[CH:43]=[CH:44][N:39]=[CH:40][CH:41]=3)[CH3:46])=[CH:18][C:17]=2[NH:25][C:26]2[C:27]3[CH:35]=[CH:34][C:33]([CH:36]([CH3:38])[CH3:37])=[N:32][C:28]=3[N:29]=[CH:30][N:31]=2)=[CH:13][CH:14]=1)([CH3:4])([CH3:2])[CH3:3], predict the reactants needed to synthesize it. The reactants are: [C:1]([O:5][C:6]([NH:8][C:9]1[CH:14]=[CH:13][C:12]([S:15][C:16]2[CH:24]=[CH:23][C:19]([C:20]([OH:22])=O)=[CH:18][C:17]=2[NH:25][C:26]2[C:27]3[CH:35]=[CH:34][C:33]([CH:36]([CH3:38])[CH3:37])=[N:32][C:28]=3[N:29]=[CH:30][N:31]=2)=[CH:11][CH:10]=1)=[O:7])([CH3:4])([CH3:3])[CH3:2].[N:39]1[CH:44]=[CH:43][C:42]([CH:45]([NH2:47])[CH3:46])=[CH:41][CH:40]=1. (4) Given the product [NH2:27][C:22]1[C:23]([CH3:26])=[C:24]([CH3:25])[C:18]2[O:17][C:16]([C:14]([N:2]3[CH2:3][CH2:4][C:5]4[C:6]5[C:11](=[CH:10][CH:9]=[CH:8][CH:7]=5)[NH:12][C:13]=4[CH2:1]3)=[O:15])([CH3:31])[CH2:20][C:19]=2[C:21]=1[CH3:30], predict the reactants needed to synthesize it. The reactants are: [CH2:1]1[C:13]2[NH:12][C:11]3[C:6](=[CH:7][CH:8]=[CH:9][CH:10]=3)[C:5]=2[CH2:4][CH2:3][N:2]1[C:14]([C:16]1([CH3:31])[CH2:20][CH:19]2[CH:21]([CH3:30])[C:22]([N+:27]([O-])=O)=[C:23]([CH3:26])[C:24]([CH3:25])=[C:18]2[O:17]1)=[O:15].[Cl-].[Ca+2].[Cl-].